The task is: Regression. Given two drug SMILES strings and cell line genomic features, predict the synergy score measuring deviation from expected non-interaction effect.. This data is from NCI-60 drug combinations with 297,098 pairs across 59 cell lines. (1) Drug 1: CC1OCC2C(O1)C(C(C(O2)OC3C4COC(=O)C4C(C5=CC6=C(C=C35)OCO6)C7=CC(=C(C(=C7)OC)O)OC)O)O. Drug 2: CCC1=C2CN3C(=CC4=C(C3=O)COC(=O)C4(CC)O)C2=NC5=C1C=C(C=C5)O. Cell line: HOP-92. Synergy scores: CSS=56.9, Synergy_ZIP=-3.70, Synergy_Bliss=-5.11, Synergy_Loewe=-0.893, Synergy_HSA=1.99. (2) Drug 1: C1CN(CCN1C(=O)CCBr)C(=O)CCBr. Drug 2: C(CN)CNCCSP(=O)(O)O. Cell line: NCI-H522. Synergy scores: CSS=32.1, Synergy_ZIP=-8.39, Synergy_Bliss=0.554, Synergy_Loewe=-26.9, Synergy_HSA=0.176. (3) Drug 1: CC(C1=C(C=CC(=C1Cl)F)Cl)OC2=C(N=CC(=C2)C3=CN(N=C3)C4CCNCC4)N. Drug 2: CC12CCC3C(C1CCC2O)C(CC4=C3C=CC(=C4)O)CCCCCCCCCS(=O)CCCC(C(F)(F)F)(F)F. Cell line: U251. Synergy scores: CSS=1.69, Synergy_ZIP=0.262, Synergy_Bliss=0.888, Synergy_Loewe=0.964, Synergy_HSA=0.724. (4) Drug 1: CNC(=O)C1=CC=CC=C1SC2=CC3=C(C=C2)C(=NN3)C=CC4=CC=CC=N4. Drug 2: C1=NNC2=C1C(=O)NC=N2. Cell line: IGROV1. Synergy scores: CSS=11.7, Synergy_ZIP=-0.524, Synergy_Bliss=2.31, Synergy_Loewe=0.0815, Synergy_HSA=0.856. (5) Drug 1: C1CCN(CC1)CCOC2=CC=C(C=C2)C(=O)C3=C(SC4=C3C=CC(=C4)O)C5=CC=C(C=C5)O. Drug 2: C(CC(=O)O)C(=O)CN.Cl. Cell line: TK-10. Synergy scores: CSS=2.81, Synergy_ZIP=1.74, Synergy_Bliss=3.60, Synergy_Loewe=1.71, Synergy_HSA=2.33. (6) Drug 1: C1=CC(=CC=C1CCC2=CNC3=C2C(=O)NC(=N3)N)C(=O)NC(CCC(=O)O)C(=O)O. Drug 2: CC(C1=C(C=CC(=C1Cl)F)Cl)OC2=C(N=CC(=C2)C3=CN(N=C3)C4CCNCC4)N. Cell line: T-47D. Synergy scores: CSS=5.62, Synergy_ZIP=-0.797, Synergy_Bliss=1.51, Synergy_Loewe=-0.678, Synergy_HSA=-0.106. (7) Drug 1: CCCS(=O)(=O)NC1=C(C(=C(C=C1)F)C(=O)C2=CNC3=C2C=C(C=N3)C4=CC=C(C=C4)Cl)F. Drug 2: C1C(C(OC1N2C=C(C(=O)NC2=O)F)CO)O. Cell line: 786-0. Synergy scores: CSS=21.9, Synergy_ZIP=-0.476, Synergy_Bliss=3.10, Synergy_Loewe=0.285, Synergy_HSA=4.18. (8) Drug 1: C1CC(=O)NC(=O)C1N2CC3=C(C2=O)C=CC=C3N. Drug 2: C1CN(CCN1C(=O)CCBr)C(=O)CCBr. Cell line: COLO 205. Synergy scores: CSS=4.13, Synergy_ZIP=-6.34, Synergy_Bliss=-3.74, Synergy_Loewe=-23.3, Synergy_HSA=-6.42.